This data is from Full USPTO retrosynthesis dataset with 1.9M reactions from patents (1976-2016). The task is: Predict the reactants needed to synthesize the given product. (1) Given the product [C:1]([C:5]1[S:9]/[C:8](=[N:10]\[C:11](=[O:21])[C:12]2[CH:17]=[C:16]([Cl:18])[CH:15]=[CH:14][C:13]=2[O:19][CH3:20])/[N:7]([CH2:30][C:31]2[N:32]=[CH:33][S:34][CH:35]=2)[CH:6]=1)([CH3:4])([CH3:2])[CH3:3], predict the reactants needed to synthesize it. The reactants are: [C:1]([C:5]1[S:9][C:8]([NH:10][C:11](=[O:21])[C:12]2[CH:17]=[C:16]([Cl:18])[CH:15]=[CH:14][C:13]=2[O:19][CH3:20])=[N:7][CH:6]=1)([CH3:4])([CH3:3])[CH3:2].CC(C)([O-])C.[K+].Cl.Cl[CH2:30][C:31]1[N:32]=[CH:33][S:34][CH:35]=1. (2) Given the product [NH2:39][C:35]1([C:32]2[CH:33]=[CH:34][C:29]([C:28]3[N:14]4[C:15]5[CH:27]=[CH:26][CH:25]=[N:24][C:16]=5[NH:17][C:18]5[CH:23]=[CH:22][CH:21]=[CH:20][C:19]=5[C:13]4=[N:12][C:11]=3[C:9]3[CH:8]=[CH:7][C:6]4[C:2](=[O:1])[O:3][CH2:4][C:5]=4[CH:10]=3)=[CH:30][CH:31]=2)[CH2:36][CH2:37][CH2:38]1, predict the reactants needed to synthesize it. The reactants are: [O:1]=[C:2]1[C:6]2[CH:7]=[CH:8][C:9]([C:11]3[N:12]=[C:13]4[C:19]5[CH:20]=[CH:21][CH:22]=[CH:23][C:18]=5[NH:17][C:16]5[N:24]=[CH:25][CH:26]=[CH:27][C:15]=5[N:14]4[C:28]=3[C:29]3[CH:34]=[CH:33][C:32]([C:35]4([NH:39]C(=O)OC(C)(C)C)[CH2:38][CH2:37][CH2:36]4)=[CH:31][CH:30]=3)=[CH:10][C:5]=2[CH2:4][O:3]1.Cl.O1CCOCC1. (3) Given the product [CH3:19][N:16]1[N:15]=[C:14]([C:10]2[CH:9]=[C:8]([C:22]3[N:26]4[N:27]=[CH:28][C:29]([C:31]([F:32])([F:33])[F:34])=[N:30][C:25]4=[N:24][CH:23]=3)[CH:13]=[CH:12][CH:11]=2)[CH:18]=[N:17]1, predict the reactants needed to synthesize it. The reactants are: CC1(C)COB([C:8]2[CH:9]=[C:10]([C:14]3[CH:18]=[N:17][N:16]([CH3:19])[N:15]=3)[CH:11]=[CH:12][CH:13]=2)OC1.Br[C:22]1[N:26]2[N:27]=[CH:28][C:29]([C:31]([F:34])([F:33])[F:32])=[N:30][C:25]2=[N:24][CH:23]=1.C([O-])([O-])=O.[Na+].[Na+]. (4) The reactants are: [O:1]1[C:5]2[CH:6]=[CH:7][CH:8]=[CH:9][C:4]=2[N:3]=[C:2]1[C:10]1[CH:11]=[CH:12][C:13]([O:18]C)=[C:14]([CH:17]=1)[C:15]#[N:16].B(Br)(Br)Br.CCOC(C)=O.O. Given the product [O:1]1[C:5]2[CH:6]=[CH:7][CH:8]=[CH:9][C:4]=2[N:3]=[C:2]1[C:10]1[CH:11]=[CH:12][C:13]([OH:18])=[C:14]([CH:17]=1)[C:15]#[N:16], predict the reactants needed to synthesize it. (5) Given the product [OH:31][CH2:30][CH2:29][N:18]1[C:19]2[C:24](=[CH:23][C:22]([C:25]([F:28])([F:27])[F:26])=[CH:21][CH:20]=2)[C:16]([NH:15][CH2:14][C:13]([NH:12][CH:10]2[CH2:11][N:8]([CH:39]3[CH2:40][CH2:41][CH:36]([CH2:35][O:34][CH3:33])[CH2:37][CH2:38]3)[CH2:9]2)=[O:32])=[N:17]1, predict the reactants needed to synthesize it. The reactants are: OC(C(F)(F)F)=O.[NH:8]1[CH2:11][CH:10]([NH:12][C:13](=[O:32])[CH2:14][NH:15][C:16]2[C:24]3[C:19](=[CH:20][CH:21]=[C:22]([C:25]([F:28])([F:27])[F:26])[CH:23]=3)[N:18]([CH2:29][CH2:30][OH:31])[N:17]=2)[CH2:9]1.[CH3:33][O:34][CH2:35][CH:36]1[CH2:41][CH2:40][C:39](=O)[CH2:38][CH2:37]1. (6) Given the product [CH:18]([C:17]1[CH:20]=[C:21]([N+:24]([O-:26])=[O:25])[CH:22]=[CH:23][C:16]=1[N:7]1[CH2:6][CH2:5][N:4]([C:8]([O:10][C:11]([CH3:13])([CH3:12])[CH3:14])=[O:9])[CH2:3][C@@H:2]1[CH3:1])=[O:19], predict the reactants needed to synthesize it. The reactants are: [CH3:1][C@@H:2]1[NH:7][CH2:6][CH2:5][N:4]([C:8]([O:10][C:11]([CH3:14])([CH3:13])[CH3:12])=[O:9])[CH2:3]1.F[C:16]1[CH:23]=[CH:22][C:21]([N+:24]([O-:26])=[O:25])=[CH:20][C:17]=1[CH:18]=[O:19].C([O-])([O-])=O.[K+].[K+]. (7) Given the product [F:16][C@H:11]1[C@@H:10]([O:9][C:8]2[CH:7]=[CH:6][C:5]([C:17]3[N:18]=[C:19]([NH:23][C:24]4[C:25]([CH2:30][OH:31])=[N:26][N:27]([CH3:29])[CH:28]=4)[N:20]=[CH:21][N:22]=3)=[CH:4][C:3]=2[C:1]#[N:2])[CH2:15][CH2:14][NH:13][CH2:12]1, predict the reactants needed to synthesize it. The reactants are: [C:1]([C:3]1[CH:4]=[C:5]([C:17]2[N:22]=[CH:21][N:20]=[C:19]([NH:23][C:24]3[C:25]([C:30](OC)=[O:31])=[N:26][N:27]([CH3:29])[CH:28]=3)[N:18]=2)[CH:6]=[CH:7][C:8]=1[O:9][C@H:10]1[CH2:15][CH2:14][NH:13][CH2:12][C@H:11]1[F:16])#[N:2].[H-].[Al+3].[Li+].[H-].[H-].[H-].